From a dataset of Catalyst prediction with 721,799 reactions and 888 catalyst types from USPTO. Predict which catalyst facilitates the given reaction. (1) Reactant: [NH2:1][C@H:2]1[C@H:11]([OH:12])[CH2:10][CH2:9][C:4]2([O:8][CH2:7][CH2:6][O:5]2)[CH2:3]1.O=[C:14]1[CH2:19][CH2:18][N:17]([C:20]([O:22][CH2:23][C:24]2[CH:29]=[CH:28][CH:27]=[CH:26][CH:25]=2)=[O:21])[CH2:16][CH2:15]1.C(O[BH-](OC(=O)C)OC(=O)C)(=O)C.[Na+].C([O-])(O)=O.[Na+]. Product: [OH:12][C@@H:11]1[CH2:10][CH2:9][C:4]2([O:5][CH2:6][CH2:7][O:8]2)[CH2:3][C@H:2]1[NH:1][CH:14]1[CH2:19][CH2:18][N:17]([C:20]([O:22][CH2:23][C:24]2[CH:25]=[CH:26][CH:27]=[CH:28][CH:29]=2)=[O:21])[CH2:16][CH2:15]1. The catalyst class is: 4. (2) Reactant: [OH:1][C:2]1[C:3]2[N:4]([N:8]=[C:9]([C:21]3[CH:26]=[CH:25][CH:24]=[CH:23][CH:22]=3)[C:10]=2[C:11]2[CH:12]=[CH:13][C:14](=[O:20])[N:15]([CH:17]([CH3:19])[CH3:18])[N:16]=2)[CH:5]=[CH:6][CH:7]=1.C(=O)([O-])[O-].[K+].[K+].[CH2:33](I)[CH3:34]. Product: [CH2:33]([O:1][C:2]1[C:3]2[N:4]([N:8]=[C:9]([C:21]3[CH:22]=[CH:23][CH:24]=[CH:25][CH:26]=3)[C:10]=2[C:11]2[CH:12]=[CH:13][C:14](=[O:20])[N:15]([CH:17]([CH3:19])[CH3:18])[N:16]=2)[CH:5]=[CH:6][CH:7]=1)[CH3:34]. The catalyst class is: 31. (3) Reactant: C([O:3][C:4](=[O:40])[CH2:5][CH2:6][N:7]1[N:11]=[N:10][C:9]([C@@H:12]2[CH2:16][CH2:15][CH2:14][N:13]2[C:17](=[O:39])[CH2:18][C:19]2[CH:24]=[C:23]([Cl:25])[C:22]([NH:26][C:27]([C:29]3[C:30]4[CH:37]=[CH:36][CH:35]=[CH:34][C:31]=4[S:32][CH:33]=3)=[O:28])=[CH:21][C:20]=2[F:38])=[N:8]1)C.[OH-].[Na+].Cl. Product: [S:32]1[CH:33]=[C:29]([C:27]([NH:26][C:22]2[C:23]([Cl:25])=[CH:24][C:19]([CH2:18][C:17]([N:13]3[CH2:14][CH2:15][CH2:16][C@H:12]3[C:9]3[N:10]=[N:11][N:7]([CH2:6][CH2:5][C:4]([OH:40])=[O:3])[N:8]=3)=[O:39])=[C:20]([F:38])[CH:21]=2)=[O:28])[C:30]2[CH:37]=[CH:36][CH:35]=[CH:34][C:31]1=2. The catalyst class is: 7.